From a dataset of Choline transporter screen with 302,306 compounds. Binary Classification. Given a drug SMILES string, predict its activity (active/inactive) in a high-throughput screening assay against a specified biological target. The drug is O=c1[nH]c2c(nc1N(C1CCCCC1)C)cccc2. The result is 0 (inactive).